Dataset: Full USPTO retrosynthesis dataset with 1.9M reactions from patents (1976-2016). Task: Predict the reactants needed to synthesize the given product. Given the product [CH2:9]([S:8][C:6]1[C:5]([C:11]([NH:13][CH2:14][C:15]2[CH:20]=[CH:19][CH:18]=[C:17]([F:21])[CH:16]=2)=[O:12])=[C:4]([CH3:22])[CH:3]=[C:2]([N:47]2[CH2:52][CH2:51][O:50][CH2:49][C:48]2=[O:53])[N:7]=1)[CH3:10], predict the reactants needed to synthesize it. The reactants are: Cl[C:2]1[N:7]=[C:6]([S:8][CH2:9][CH3:10])[C:5]([C:11]([NH:13][CH2:14][C:15]2[CH:20]=[CH:19][CH:18]=[C:17]([F:21])[CH:16]=2)=[O:12])=[C:4]([CH3:22])[CH:3]=1.[Na+].[I-].ClC([SiH3])(Cl)Cl.[OH-].[Na+].C([O-])([O-])=O.[Cs+].[Cs+].N1C=CC=CC=1C(O)=O.[NH:47]1[CH2:52][CH2:51][O:50][CH2:49][C:48]1=[O:53].